Dataset: Catalyst prediction with 721,799 reactions and 888 catalyst types from USPTO. Task: Predict which catalyst facilitates the given reaction. Reactant: CC1(C)C(C)(C)OB([C:9]2[CH2:14][CH2:13][CH:12]([O:15][CH2:16][CH:17]3[CH2:22][CH2:21][N:20]([C:23]([O:25][C:26]([CH3:29])([CH3:28])[CH3:27])=[O:24])[CH2:19][CH2:18]3)[CH2:11][CH:10]=2)O1.Br[C:32]1[CH:37]=[N:36][C:35]([S:38]([CH3:41])(=[O:40])=[O:39])=[CH:34][N:33]=1.C(=O)([O-])[O-].[Na+].[Na+]. Product: [CH3:41][S:38]([C:35]1[N:36]=[CH:37][C:32]([C:9]2[CH2:14][CH2:13][CH:12]([O:15][CH2:16][CH:17]3[CH2:22][CH2:21][N:20]([C:23]([O:25][C:26]([CH3:27])([CH3:28])[CH3:29])=[O:24])[CH2:19][CH2:18]3)[CH2:11][CH:10]=2)=[N:33][CH:34]=1)(=[O:40])=[O:39]. The catalyst class is: 3.